Task: Binary Classification. Given a drug SMILES string, predict its activity (active/inactive) in a high-throughput screening assay against a specified biological target.. Dataset: HIV replication inhibition screening data with 41,000+ compounds from the AIDS Antiviral Screen (1) The compound is C=CCNC(=S)Nc1ccc(Cl)cc1. The result is 0 (inactive). (2) The compound is O=C1OC(c2ccccc2)=NC1=Cc1ccc2c(c1)OCO2. The result is 0 (inactive).